Predict the product of the given reaction. From a dataset of Forward reaction prediction with 1.9M reactions from USPTO patents (1976-2016). Given the reactants [CH3:1][C:2]1[CH:3]=[C:4]([CH:29]=[CH:30][CH:31]=1)[CH:5]=[C:6]1[CH2:11][CH2:10][N:9]([CH2:12][CH2:13][NH:14][C:15]([NH:17][C:18]2[C:27]3[C:22](=[CH:23][CH:24]=[CH:25][CH:26]=3)[N:21]=[C:20]([CH3:28])[CH:19]=2)=[O:16])[CH2:8][CH2:7]1.Cl, predict the reaction product. The product is: [CH3:1][C:2]1[CH:3]=[C:4]([CH:29]=[CH:30][CH:31]=1)[CH2:5][CH:6]1[CH2:7][CH2:8][N:9]([CH2:12][CH2:13][NH:14][C:15]([NH:17][C:18]2[C:27]3[C:22](=[CH:23][CH:24]=[CH:25][CH:26]=3)[N:21]=[C:20]([CH3:28])[CH:19]=2)=[O:16])[CH2:10][CH2:11]1.